Dataset: Forward reaction prediction with 1.9M reactions from USPTO patents (1976-2016). Task: Predict the product of the given reaction. (1) Given the reactants [C:1]1([CH:7]([C:26]2[CH:31]=[CH:30][CH:29]=[CH:28][CH:27]=2)[CH2:8][CH2:9][O:10][C:11](=[O:25])[CH2:12][C:13](=[O:24])[CH2:14][O:15][CH2:16][CH2:17][CH:18]2[CH2:23][CH2:22][CH2:21][CH2:20][CH2:19]2)[CH:6]=[CH:5][CH:4]=[CH:3][CH:2]=1.[Cl:32][C:33]1[CH:34]=[C:35]([CH:38]=[CH:39][CH:40]=1)[CH:36]=O.N1CCCCC1.C1(C)C=CC(S(O)(=O)=O)=CC=1, predict the reaction product. The product is: [C:1]1([CH:7]([C:26]2[CH:31]=[CH:30][CH:29]=[CH:28][CH:27]=2)[CH2:8][CH2:9][O:10][C:11](=[O:25])[C:12]([C:13](=[O:24])[CH2:14][O:15][CH2:16][CH2:17][CH:18]2[CH2:19][CH2:20][CH2:21][CH2:22][CH2:23]2)=[CH:36][C:35]2[CH:38]=[CH:39][CH:40]=[C:33]([Cl:32])[CH:34]=2)[CH:2]=[CH:3][CH:4]=[CH:5][CH:6]=1. (2) Given the reactants [Cl:1][C:2]1[C:7]([C:8]([OH:10])=[O:9])=[CH:6][N:5]=[C:4]2[NH:11][CH:12]=[CH:13][C:3]=12.[C:14]1([CH2:20]O)[CH:19]=[CH:18][CH:17]=[CH:16][CH:15]=1.Cl.CN(C)CCCN=C=NCC.O, predict the reaction product. The product is: [Cl:1][C:2]1[C:7]([C:8]([O:10][CH2:20][C:14]2[CH:19]=[CH:18][CH:17]=[CH:16][CH:15]=2)=[O:9])=[CH:6][N:5]=[C:4]2[NH:11][CH:12]=[CH:13][C:3]=12. (3) The product is: [Br:21][C:22]1[S:26][C:25]([S:27]([NH:13][CH2:12][C:5]2[C:6]3[C:11](=[CH:10][CH:9]=[CH:8][CH:7]=3)[N:2]=[CH:3][CH:4]=2)(=[O:29])=[O:28])=[CH:24][CH:23]=1. Given the reactants Cl.[N:2]1[C:11]2[C:6](=[CH:7][CH:8]=[CH:9][CH:10]=2)[C:5]([CH2:12][NH2:13])=[CH:4][CH:3]=1.C(N(CC)CC)C.[Br:21][C:22]1[S:26][C:25]([S:27](Cl)(=[O:29])=[O:28])=[CH:24][CH:23]=1, predict the reaction product.